From a dataset of Reaction yield outcomes from USPTO patents with 853,638 reactions. Predict the reaction yield, written as a fraction of the theoretical maximum amount of product (1.0 means a 100% yield; for example, 0.34 means a 34% yield). (1) The reactants are [NH2:1][C:2]1[S:3][C:4]([N:12]2[CH2:17][CH2:16][O:15][CH2:14][CH2:13]2)=[C:5]([C:7]2[O:8][CH:9]=[CH:10][CH:11]=2)[N:6]=1.[C:18]([O:22][C:23]([N:25]1[CH2:30][CH2:29][CH:28]([C:31](O)=[O:32])[CH2:27][CH2:26]1)=[O:24])([CH3:21])([CH3:20])[CH3:19].C1CN([P+](ON2N=NC3C=CC=CC2=3)(N2CCCC2)N2CCCC2)CC1.F[P-](F)(F)(F)(F)F.C(N(CC)CC)C. The catalyst is CN(C=O)C.O. The product is [C:18]([O:22][C:23]([N:25]1[CH2:30][CH2:29][CH:28]([C:31]([NH:1][C:2]2[S:3][C:4]([N:12]3[CH2:13][CH2:14][O:15][CH2:16][CH2:17]3)=[C:5]([C:7]3[O:8][CH:9]=[CH:10][CH:11]=3)[N:6]=2)=[O:32])[CH2:27][CH2:26]1)=[O:24])([CH3:21])([CH3:20])[CH3:19]. The yield is 0.680. (2) The yield is 0.540. The catalyst is C(O)C.C(Cl)Cl. The reactants are [N+:1]([C:4]1[CH:5]=[CH:6][C:7]([CH:10]2[CH2:13][N:12]([C:14](=[O:17])[CH2:15][CH3:16])[CH2:11]2)=[N:8][CH:9]=1)([O-])=O.O.O.Cl[Sn]Cl.N1C=CC=CC=1.[CH:29]([C:32]1[CH:37]=[CH:36][C:35]([S:38](Cl)(=[O:40])=[O:39])=[CH:34][CH:33]=1)([CH3:31])[CH3:30]. The product is [CH:29]([C:32]1[CH:37]=[CH:36][C:35]([S:38]([NH:1][C:4]2[CH:9]=[N:8][C:7]([CH:10]3[CH2:13][N:12]([C:14](=[O:17])[CH2:15][CH3:16])[CH2:11]3)=[CH:6][CH:5]=2)(=[O:40])=[O:39])=[CH:34][CH:33]=1)([CH3:31])[CH3:30]. (3) The reactants are [CH3:1][N:2]([CH3:20])[C:3](=[O:19])[CH2:4][N:5]1[CH2:11][CH2:10][C:9]2[CH:12]=[C:13]([N+:16]([O-])=O)[CH:14]=[CH:15][C:8]=2[CH2:7][CH2:6]1.CO. The catalyst is [Pd]. The product is [NH2:16][C:13]1[CH:14]=[CH:15][C:8]2[CH2:7][CH2:6][N:5]([CH2:4][C:3]([N:2]([CH3:1])[CH3:20])=[O:19])[CH2:11][CH2:10][C:9]=2[CH:12]=1. The yield is 1.00. (4) The reactants are Cl.[NH2:2][C:3]1[C:4]([C:19]([NH2:21])=[O:20])=[CH:5][C:6]2[C:14]3[C:9](=[CH:10][CH:11]=[CH:12][CH:13]=3)[N:8]([CH2:15][CH2:16][NH2:17])[C:7]=2[N:18]=1.[C:22](OC(=O)C)(=[O:24])[CH3:23]. The catalyst is N1C=CC=CC=1.CN(C1C=CN=CC=1)C. The product is [C:22]([NH:17][CH2:16][CH2:15][N:8]1[C:9]2[C:14](=[CH:13][CH:12]=[CH:11][CH:10]=2)[C:6]2[CH:5]=[C:4]([C:19]([NH2:21])=[O:20])[C:3]([NH2:2])=[N:18][C:7]1=2)(=[O:24])[CH3:23]. The yield is 0.190. (5) The reactants are [F:1][C:2]1[CH:7]=[C:6]([Br:8])[CH:5]=[CH:4][C:3]=1[NH:9]N.O=[C:12]1[CH2:17][CH2:16][CH:15]([NH:18][C:19](=[O:23])[CH:20]([CH3:22])[CH3:21])[CH2:14][CH2:13]1. The product is [Br:8][C:6]1[CH:5]=[C:4]2[C:3](=[C:2]([F:1])[CH:7]=1)[NH:9][C:12]1[CH2:17][CH2:16][CH:15]([NH:18][C:19](=[O:23])[CH:20]([CH3:21])[CH3:22])[CH2:14][C:13]2=1. The yield is 0.320. No catalyst specified. (6) The product is [CH:16]([C:7]1[CH:6]=[CH:5][C:4]([N+:11]([O-:13])=[O:12])=[CH:3][N:2]=1)([CH3:17])[CH3:15]. The yield is 0.280. The catalyst is CO. The reactants are C[N:2]1[CH:7]=[C:6]([N+]([O-])=O)[CH:5]=[C:4]([N+:11]([O-:13])=[O:12])[C:3]1=O.[CH3:15][CH:16](C)[C:17](=O)C.N.